Dataset: Forward reaction prediction with 1.9M reactions from USPTO patents (1976-2016). Task: Predict the product of the given reaction. (1) Given the reactants [CH:1]1([Mg]Cl)[CH2:6][CH2:5][CH2:4][CH2:3][CH2:2]1.CN1C(=O)CCC1.[CH3:16][O:17][C:18]([C:20]1[N:21]([CH2:26][C:27]([O:29][C:30]([CH3:33])([CH3:32])[CH3:31])=[O:28])[CH:22]=[C:23](Br)[CH:24]=1)=[O:19], predict the reaction product. The product is: [CH3:16][O:17][C:18]([C:20]1[N:21]([CH2:26][C:27]([O:29][C:30]([CH3:33])([CH3:32])[CH3:31])=[O:28])[CH:22]=[C:23]([CH:1]2[CH2:6][CH2:5][CH2:4][CH2:3][CH2:2]2)[CH:24]=1)=[O:19]. (2) Given the reactants [C:1]([NH:5][C:6](=[O:11])[C:7](C)(C)[CH3:8])([CH3:4])([CH3:3])[CH3:2].C(N)(C)(C)C.C(N(CC)CC)C.C(Cl)(=O)CC, predict the reaction product. The product is: [C:1]([NH:5][C:6](=[O:11])[CH2:7][CH3:8])([CH3:4])([CH3:3])[CH3:2]. (3) The product is: [N+:1]([C:4]1[C:13]2[C:8](=[CH:9][CH:10]=[CH:11][CH:12]=2)[C:7]([O:14][C:15]2[CH:20]=[CH:19][N:18]=[C:17]([NH:21][C:25]([N:24]3[CH2:27][CH2:28][CH2:22][CH2:23]3)=[O:30])[CH:16]=2)=[CH:6][CH:5]=1)([O-:3])=[O:2]. Given the reactants [N+:1]([C:4]1[C:13]2[C:8](=[CH:9][CH:10]=[CH:11][CH:12]=2)[C:7]([O:14][C:15]2[CH:20]=[CH:19][N:18]=[C:17]([NH2:21])[CH:16]=2)=[CH:6][CH:5]=1)([O-:3])=[O:2].[CH3:22][CH2:23][N:24]([CH2:27][CH3:28])[CH2:25]C.C(Cl)(=O)[O:30]C1C=CC=CC=1.N1CCCC1, predict the reaction product. (4) Given the reactants [F:1][CH:2]([F:30])[C:3]1[N:7]([C:8]2[N:13]=[C:12]([N:14]3[CH2:19][CH2:18][NH:17][CH2:16][CH2:15]3)[CH:11]=[C:10]([N:20]3[CH2:25][CH2:24][O:23][CH2:22][CH2:21]3)[N:9]=2)[C:6]2[CH:26]=[CH:27][CH:28]=[CH:29][C:5]=2[N:4]=1.C(OC([NH:38][CH2:39][CH2:40][C:41](O)=[O:42])=O)(C)(C)C.F[P-](F)(F)(F)(F)F.N1(OC(N(C)C)=[N+](C)C)C2N=CC=CC=2N=N1.C(N(CC)CC)C, predict the reaction product. The product is: [NH2:38][CH2:39][CH2:40][C:41]([N:17]1[CH2:18][CH2:19][N:14]([C:12]2[CH:11]=[C:10]([N:20]3[CH2:21][CH2:22][O:23][CH2:24][CH2:25]3)[N:9]=[C:8]([N:7]3[C:6]4[CH:26]=[CH:27][CH:28]=[CH:29][C:5]=4[N:4]=[C:3]3[CH:2]([F:1])[F:30])[N:13]=2)[CH2:15][CH2:16]1)=[O:42]. (5) Given the reactants F[C:2]1[N:18]=[CH:17][CH:16]=[CH:15][C:3]=1[C:4]([NH:6][CH2:7][CH2:8][C:9]1[CH:14]=[CH:13][CH:12]=[CH:11][CH:10]=1)=[O:5].[CH2:19]([OH:23])[CH2:20][CH2:21][CH3:22].C[Si]([N-][Si](C)(C)C)(C)C.[K+], predict the reaction product. The product is: [CH2:19]([O:23][C:2]1[N:18]=[CH:17][CH:16]=[CH:15][C:3]=1[C:4]([NH:6][CH2:7][CH2:8][C:9]1[CH:14]=[CH:13][CH:12]=[CH:11][CH:10]=1)=[O:5])[CH2:20][CH2:21][CH3:22].